Dataset: Reaction yield outcomes from USPTO patents with 853,638 reactions. Task: Predict the reaction yield, written as a fraction of the theoretical maximum amount of product (1.0 means a 100% yield; for example, 0.34 means a 34% yield). (1) The reactants are [NH2:1][C:2]1[CH:3]=[C:4]([CH:7]=[C:8]([N+:10]([O-:12])=[O:11])[CH:9]=1)[C:5]#[N:6].Cl[CH2:14][C:15]1[C:16]([NH:23][CH:24]([CH3:26])[CH3:25])=[N:17][C:18]([S:21][CH3:22])=[N:19][CH:20]=1.[I-].[Na+].C(N(C(C)C)CC)(C)C. The catalyst is CC#N. The product is [CH:24]([NH:23][C:16]1[C:15]([CH2:14][NH:1][C:2]2[CH:3]=[C:4]([CH:7]=[C:8]([N+:10]([O-:12])=[O:11])[CH:9]=2)[C:5]#[N:6])=[CH:20][N:19]=[C:18]([S:21][CH3:22])[N:17]=1)([CH3:26])[CH3:25]. The yield is 0.280. (2) The product is [Cl:1][C:2]1[CH:10]=[CH:9][CH:8]=[C:7]2[C:3]=1[C:4]1([CH2:18][O:19][C:21]3[CH:22]=[C:23]4[C:24](=[CH:28][C:20]1=3)[CH2:25][CH2:26][O:27]4)[C:5](=[O:17])[N:6]2[CH2:11][C:12]([O:14][CH2:15][CH3:16])=[O:13]. No catalyst specified. The reactants are [Cl:1][C:2]1[CH:10]=[CH:9][CH:8]=[C:7]2[C:3]=1[C:4]([C:20]1[C:21](O)=[CH:22][C:23]3[O:27][CH2:26][CH2:25][C:24]=3[CH:28]=1)([CH2:18][OH:19])[C:5](=[O:17])[N:6]2[CH2:11][C:12]([O:14][CH2:15][CH3:16])=[O:13].ClC1C=CC(Cl)=C2C=1C(C1C(O)=CC3OCOC=3C=1)(CO)C(=O)N2CCCCC. The yield is 0.630.